From a dataset of Forward reaction prediction with 1.9M reactions from USPTO patents (1976-2016). Predict the product of the given reaction. (1) The product is: [CH:1]1([C:4]([NH:36][C@H:37]2[CH2:41][CH2:40][N:39]([C:42]([O:44][C:45]([CH3:48])([CH3:47])[CH3:46])=[O:43])[CH2:38]2)=[O:6])[CH2:3][CH2:2]1. Given the reactants [CH:1]1([C:4]([OH:6])=O)[CH2:3][CH2:2]1.ON1C2C=CC=CC=2N=N1.C(N(CC)CC)C.Cl.C(N=C=NCCCN(C)C)C.[NH2:36][C@H:37]1[CH2:41][CH2:40][N:39]([C:42]([O:44][C:45]([CH3:48])([CH3:47])[CH3:46])=[O:43])[CH2:38]1, predict the reaction product. (2) Given the reactants [CH2:1]([O:8][CH2:9][C:10]1([C:23]#[N:24])[CH2:15][CH2:14][N:13]([C:16]([O:18][C:19]([CH3:22])([CH3:21])[CH3:20])=[O:17])[CH2:12][CH2:11]1)[C:2]1[CH:7]=[CH:6][CH:5]=[CH:4][CH:3]=1.CO.N, predict the reaction product. The product is: [NH2:24][CH2:23][C:10]1([CH2:9][O:8][CH2:1][C:2]2[CH:3]=[CH:4][CH:5]=[CH:6][CH:7]=2)[CH2:15][CH2:14][N:13]([C:16]([O:18][C:19]([CH3:22])([CH3:21])[CH3:20])=[O:17])[CH2:12][CH2:11]1. (3) Given the reactants [NH:1]1[C:5]2=[N:6][CH:7]=[CH:8][CH:9]=[C:4]2[C:3]([CH:10]=[C:11]2[O:15][C:14]([NH:16][C:17]3[CH:22]=[CH:21][CH:20]=[CH:19][C:18]=3[Cl:23])=[C:13]([C:24]([O:26][CH2:27][CH3:28])=[O:25])[C:12]2=[O:29])=[CH:2]1.C(O)C[OH:32], predict the reaction product. The product is: [NH:1]1[C:5]2=[N:6][CH:7]=[CH:8][CH:9]=[C:4]2[C:3]([CH:10]=[C:11]2[O:15][C:14]([NH:16][C:17]3[CH:22]=[CH:21][CH:20]=[CH:19][C:18]=3[Cl:23])=[C:13]([C:24]([O:26][CH2:27][CH2:28][OH:32])=[O:25])[C:12]2=[O:29])=[CH:2]1. (4) Given the reactants [OH:1][C:2]1([C:12]#[C:13][C:14]2[CH:23]=[CH:22][CH:21]=[CH:20][C:15]=2[C:16]([O:18]C)=[O:17])[C:7]([CH3:9])([CH3:8])[CH:6]2[CH2:10][C:3]1([CH3:11])[CH2:4][CH2:5]2.O.[OH-].[Na+].Cl, predict the reaction product. The product is: [OH:1][C:2]1([C:12]#[C:13][C:14]2[CH:23]=[CH:22][CH:21]=[CH:20][C:15]=2[C:16]([OH:18])=[O:17])[C:7]([CH3:8])([CH3:9])[CH:6]2[CH2:10][C:3]1([CH3:11])[CH2:4][CH2:5]2. (5) Given the reactants [CH3:1][C:2]1[C:3]([NH:8][C:9]2[C:18]3[C:13](=[CH:14][C:15]([O:26][CH3:27])=[C:16]([S:19][CH:20]4[CH2:25][CH2:24][O:23][CH2:22][CH2:21]4)[CH:17]=3)[N:12]=[CH:11][CH:10]=2)=[N:4][NH:5][C:6]=1[CH3:7].I(O)(=O)(=O)=[O:29], predict the reaction product. The product is: [CH3:1][C:2]1[C:3]([NH:8][C:9]2[C:18]3[C:13](=[CH:14][C:15]([O:26][CH3:27])=[C:16]([S:19]([CH:20]4[CH2:25][CH2:24][O:23][CH2:22][CH2:21]4)=[O:29])[CH:17]=3)[N:12]=[CH:11][CH:10]=2)=[N:4][NH:5][C:6]=1[CH3:7].